Dataset: Acute oral toxicity (LD50) regression data from Zhu et al.. Task: Regression/Classification. Given a drug SMILES string, predict its toxicity properties. Task type varies by dataset: regression for continuous values (e.g., LD50, hERG inhibition percentage) or binary classification for toxic/non-toxic outcomes (e.g., AMES mutagenicity, cardiotoxicity, hepatotoxicity). Dataset: ld50_zhu. The compound is CC12CC1(C)C(=O)N(c1cc(Cl)cc(Cl)c1)C2=O. The rat oral LD50 is 1.61, given as -log10 of the dose in mol/kg body weight (higher means more acutely toxic).